Task: Regression. Given a peptide amino acid sequence and an MHC pseudo amino acid sequence, predict their binding affinity value. This is MHC class I binding data.. Dataset: Peptide-MHC class I binding affinity with 185,985 pairs from IEDB/IMGT (1) The peptide sequence is LISSDGARV. The MHC is HLA-A68:02 with pseudo-sequence HLA-A68:02. The binding affinity (normalized) is 0.320. (2) The peptide sequence is FLYDRLAST. The MHC is HLA-B51:01 with pseudo-sequence HLA-B51:01. The binding affinity (normalized) is 0.0847. (3) The peptide sequence is MLNRYKLIY. The MHC is HLA-A23:01 with pseudo-sequence HLA-A23:01. The binding affinity (normalized) is 0.497. (4) The peptide sequence is IKWLWKANK. The MHC is HLA-A02:03 with pseudo-sequence HLA-A02:03. The binding affinity (normalized) is 0.0847. (5) The peptide sequence is TQLPSKPHY. The MHC is HLA-B27:05 with pseudo-sequence HLA-B27:05. The binding affinity (normalized) is 0.0847. (6) The binding affinity (normalized) is 0.294. The peptide sequence is RHLIIFDAV. The MHC is Mamu-B17 with pseudo-sequence Mamu-B17. (7) The peptide sequence is LSDLCNFLV. The MHC is HLA-A02:12 with pseudo-sequence HLA-A02:12. The binding affinity (normalized) is 0.0847. (8) The peptide sequence is NLPSKPVWL. The MHC is HLA-A26:01 with pseudo-sequence HLA-A26:01. The binding affinity (normalized) is 0.0847. (9) The peptide sequence is DLANSHQRSDS. The MHC is H-2-Db with pseudo-sequence H-2-Db. The binding affinity (normalized) is 0.0246. (10) The peptide sequence is RRLTVCGGIMF. The MHC is HLA-B39:01 with pseudo-sequence HLA-B39:01. The binding affinity (normalized) is 0.213.